This data is from hERG potassium channel inhibition data for cardiac toxicity prediction from Karim et al.. The task is: Regression/Classification. Given a drug SMILES string, predict its toxicity properties. Task type varies by dataset: regression for continuous values (e.g., LD50, hERG inhibition percentage) or binary classification for toxic/non-toxic outcomes (e.g., AMES mutagenicity, cardiotoxicity, hepatotoxicity). Dataset: herg_karim. (1) The molecule is Cc1ncccc1-c1nc2cn(-c3cccc(OC(C)C)c3)nc2c(=O)n1C[C@H]1CCCN(C[C@H]2CCCO2)C1. The result is 1 (blocker). (2) The molecule is CCCCCCC[N+](CC)(CC)CCCCc1ccc(Cl)cc1. The result is 1 (blocker). (3) The drug is CC(C)COc1cccc(C=C2SC(O)=NC2=O)c1N1CCC[C@@H](N)C1. The result is 0 (non-blocker). (4) The drug is Cc1ccc2c(N3CCN(CCc4cccc5c4OCc4nnc(C)n4-5)CC3)cccc2n1. The result is 0 (non-blocker). (5) The molecule is Cc1nnc2n1-c1ccc(Cl)cc1C(c1ccccc1Cl)=NC2. The result is 0 (non-blocker).